The task is: Predict the reaction yield, written as a fraction of the theoretical maximum amount of product (1.0 means a 100% yield; for example, 0.34 means a 34% yield).. This data is from Reaction yield outcomes from USPTO patents with 853,638 reactions. (1) The product is [O:21]1[CH:25]=[C:24]([CH2:26][N:27]2[CH2:2][CH:3]([CH2:8][CH2:9][CH3:10])[CH2:4][C:5]2=[O:7])[CH:23]=[N:22]1. The catalyst is ClCCCl.CC(O)=O. The yield is 0.320. The reactants are O[CH:2]1O[C:5](=[O:7])[CH2:4][CH:3]1[CH2:8][CH2:9][CH3:10].CCN(C(C)C)C(C)C.Cl.[O:21]1[CH:25]=[C:24]([CH2:26][NH2:27])[CH:23]=[N:22]1. (2) The reactants are [Cl:1][C:2]1[CH:3]=[C:4]2[C:19](=[CH:20][CH:21]=1)[C:7]1([CH2:11][CH2:10][N:9](C(OC(C)(C)C)=O)[CH2:8]1)[CH2:6][CH2:5]2. The product is [ClH:1].[Cl:1][C:2]1[CH:3]=[C:4]2[C:19](=[CH:20][CH:21]=1)[C:7]1([CH2:11][CH2:10][NH:9][CH2:8]1)[CH2:6][CH2:5]2. The yield is 0.820. The catalyst is CO.Cl.CO. (3) The reactants are [CH2:1]([O:3][P:4]([CH:9]([C:35]#[N:36])[CH2:10][C:11]([CH3:34])=[CH:12][CH2:13][C:14]1[C:15]([O:27][CH2:28][CH2:29][Si:30]([CH3:33])([CH3:32])[CH3:31])=[C:16]2[C:20](=[C:21]([CH3:25])[C:22]=1[O:23][CH3:24])[CH2:19][O:18][C:17]2=[O:26])(=[O:8])[O:5][CH2:6][CH3:7])[CH3:2].[CH3:37][Si]([N-][Si](C)(C)C)(C)C.[Na+].IC. The catalyst is C1COCC1. The product is [CH2:1]([O:3][P:4]([C:9]([C:35]#[N:36])([CH3:37])[CH2:10][C:11]([CH3:34])=[CH:12][CH2:13][C:14]1[C:15]([O:27][CH2:28][CH2:29][Si:30]([CH3:31])([CH3:32])[CH3:33])=[C:16]2[C:20](=[C:21]([CH3:25])[C:22]=1[O:23][CH3:24])[CH2:19][O:18][C:17]2=[O:26])(=[O:8])[O:5][CH2:6][CH3:7])[CH3:2]. The yield is 0.230. (4) The product is [OH:15][CH2:16][C@H:17]([NH:24][C:25](=[O:37])[C@H:26]([CH3:36])[CH2:27][CH2:28][CH2:29][C:30]1[CH:35]=[CH:34][CH:33]=[CH:32][CH:31]=1)[C:18]1[CH:23]=[CH:22][CH:21]=[CH:20][CH:19]=1. The reactants are CC(CCCC1C=CC=CC=1)C(O)=O.[OH:15][CH2:16][C@H:17]([NH:24][C:25](=[O:37])[C@@H:26]([CH3:36])[CH2:27][CH2:28][CH2:29][C:30]1[CH:35]=[CH:34][CH:33]=[CH:32][CH:31]=1)[C:18]1[CH:23]=[CH:22][CH:21]=[CH:20][CH:19]=1. The yield is 0.330. No catalyst specified. (5) The reactants are C([O-])([O-])=O.[Cs+].[Cs+].[CH3:7][N:8]1[CH:12]=[CH:11][N:10]=[CH:9]1.[CH3:13][O:14][C:15](=[O:23])[C:16]1[CH:21]=[CH:20][C:19](I)=[CH:18][CH:17]=1.C1C=CC(P(C2C=CC=CC=2)C2C=CC=CC=2)=CC=1.[OH-].[Na+]. The catalyst is CC([O-])=O.CC([O-])=O.[Pd+2].CN(C)C=O. The product is [CH3:13][O:14][C:15](=[O:23])[C:16]1[CH:21]=[CH:20][C:19]([C:12]2[N:8]([CH3:7])[CH:9]=[N:10][CH:11]=2)=[CH:18][CH:17]=1. The yield is 0.370. (6) The reactants are [CH3:1][N:2]1[C:10]2[C:5](=[CH:6][CH:7]=[CH:8][CH:9]=2)[C:4]([C:11]([OH:13])=O)=[CH:3]1.[CH3:14][O:15][C:16]1[C:29]2[CH2:28][CH2:27][C@H:26]3[C@H:21]([CH2:22][CH2:23][CH2:24][NH:25]3)[C:20]=2[CH:19]=[CH:18][CH:17]=1. No catalyst specified. The product is [CH3:14][O:15][C:16]1[C:29]2[CH2:28][CH2:27][C@H:26]3[C@H:21]([CH2:22][CH2:23][CH2:24][N:25]3[C:11]([C:4]3[C:5]4[C:10](=[CH:9][CH:8]=[CH:7][CH:6]=4)[N:2]([CH3:1])[CH:3]=3)=[O:13])[C:20]=2[CH:19]=[CH:18][CH:17]=1. The yield is 0.820. (7) The reactants are Br[C:2]1[C:3]([Cl:12])=[CH:4][C:5]([NH:8][C:9](=[O:11])[CH3:10])=[N:6][CH:7]=1.N1C=CC=[CH:15][CH:14]=1.C(=O)([O-])[O-].[Na+].[Na+]. The catalyst is O.C1(C)C=CC=CC=1.C(O)C.C1C=CC([P]([Pd]([P](C2C=CC=CC=2)(C2C=CC=CC=2)C2C=CC=CC=2)([P](C2C=CC=CC=2)(C2C=CC=CC=2)C2C=CC=CC=2)[P](C2C=CC=CC=2)(C2C=CC=CC=2)C2C=CC=CC=2)(C2C=CC=CC=2)C2C=CC=CC=2)=CC=1. The product is [Cl:12][C:3]1[C:2]([CH:14]=[CH2:15])=[CH:7][N:6]=[C:5]([NH:8][C:9](=[O:11])[CH3:10])[CH:4]=1. The yield is 0.990. (8) The reactants are [C:1]([O:13][CH3:14])(=[O:12])[C:2]1[CH:11]=[CH:10][CH:9]=[C:4]([C:5]([O:7]C)=O)[CH:3]=1.[N:15]1C=CC=CC=1.[CH3:21][O:22][C:23]1[CH:32]=[CH:31][C:26]([CH2:27][N:28]=[C:29]=[O:30])=[CH:25][CH:24]=1.C(N=C=O)CC1C=CC=CC=1. The catalyst is CS(C)=O. The product is [CH3:21][O:22][C:23]1[CH:32]=[CH:31][C:26]([CH2:27][N:28]2[C:5](=[O:7])[C:4]3[C:9](=[CH:10][CH:11]=[C:2]([C:1]([O:13][CH3:14])=[O:12])[CH:3]=3)[NH:15][C:29]2=[O:30])=[CH:25][CH:24]=1. The yield is 0.613. (9) The reactants are C(OC(=O)[N:7]([C:17]1[CH:22]=[CH:21][C:20]([C:23]([C:25]2[C:33]3[C:28](=[N:29][CH:30]=[C:31]([Cl:34])[CH:32]=3)[NH:27][CH:26]=2)=[O:24])=[CH:19][N:18]=1)[CH2:8][C:9]1[CH:10]=[N:11][C:12]([O:15][CH3:16])=[CH:13][CH:14]=1)(C)(C)C.FC(F)(F)C(O)=O.C(=O)([O-])[O-].[K+].[K+]. The catalyst is ClCCl. The product is [Cl:34][C:31]1[CH:32]=[C:33]2[C:25]([C:23]([C:20]3[CH:19]=[N:18][C:17]([NH:7][CH2:8][C:9]4[CH:10]=[N:11][C:12]([O:15][CH3:16])=[CH:13][CH:14]=4)=[CH:22][CH:21]=3)=[O:24])=[CH:26][NH:27][C:28]2=[N:29][CH:30]=1. The yield is 0.340.